Dataset: Experimentally validated miRNA-target interactions with 360,000+ pairs, plus equal number of negative samples. Task: Binary Classification. Given a miRNA mature sequence and a target amino acid sequence, predict their likelihood of interaction. (1) The miRNA is hsa-miR-6716-5p with sequence UGGGAAUGGGGGUAAGGGCC. The protein sequence of the target gene is MSEVKSRKKSGPKGAPAAEPGKRSEGGKTPVARSSGGGGWADPRTCLSLLSLGTCLGLAWFVFQQSEKFAKVENQYQLLKLETNEFQQLQSKISLISEKWQKSEAIMEQLKSFQIIAHLKRLQEEINEVKTWSNRITEKQDILNNSLTTLSQDITKVDQSTTSMAKDVGLKITSVKTDIRRISGLVTDVISLTDSVQELENKIEKVEKNTVKNIGDLLSSSIDRTATLRKTASENSQRINSVKKTLTELKSDFDKHTDRFLSLEGDRAKVLKTVTFANDLKPKVYNLKKDFSRLEPLVND.... Result: 0 (no interaction). (2) The miRNA is mmu-miR-503-3p with sequence GAGUAUUGUUUCCACUGCCUGG. The protein sequence of the target gene is MATLARLQARSSTVGNQYYFRNSVVDPFRKKENDAAVKIQSWFRGCQVRAYIRHLNRIVTIIQKWWRSFLGRKQYQLTVQVAYYTMMMNLYNAMAVRIQRRWRGYRVRKYLFNYYYLKEYLKVVSETNDAIRKALEEFAEMKEREEKKANLEREEKKRDYQARKMHYLLSTKQIPGIYNSPFRKEPDPWELQLQKAKPLTHRRPKVKQKDSTSLTDWLACTSARSFPRSEILPPINRKQCQGPFRDITEVLEQRYRPLEPTLRVAEPIDELKLAREELRREEWLQNVNDNMFLPFSSYHK.... Result: 0 (no interaction).